Dataset: Forward reaction prediction with 1.9M reactions from USPTO patents (1976-2016). Task: Predict the product of the given reaction. (1) Given the reactants [Cl:1][C:2]1[CH:7]=[C:6]([CH2:8][OH:9])[CH:5]=[CH:4][C:3]=1[CH:10]([CH3:24])[C:11]([C:17]1[CH:22]=[CH:21][N:20]=[C:19]([Cl:23])[CH:18]=1)([OH:16])[C:12]([F:15])([F:14])[F:13].[CH3:25][O:26][C:27](=[O:35])[C:28]1[CH:33]=[CH:32][C:31](Cl)=[N:30][CH:29]=1, predict the reaction product. The product is: [CH3:25][O:26][C:27](=[O:35])[C:28]1[CH:33]=[CH:32][C:31]([O:9][CH2:8][C:6]2[CH:5]=[CH:4][C:3]([CH:10]([CH3:24])[C:11]([C:17]3[CH:22]=[CH:21][N:20]=[C:19]([Cl:23])[CH:18]=3)([OH:16])[C:12]([F:15])([F:14])[F:13])=[C:2]([Cl:1])[CH:7]=2)=[N:30][CH:29]=1. (2) The product is: [CH3:30][C:25]1([CH3:31])[C:26]([CH3:29])([CH3:28])[O:27][B:23]([C:2]2[CH:22]=[CH:21][C:5]([O:6][CH2:7][C@@H:8]3[CH2:13][CH2:12][C@H:11]([O:14][CH:15]4[CH2:20][CH2:19][CH2:18][CH2:17][O:16]4)[CH2:10][CH2:9]3)=[CH:4][CH:3]=2)[O:24]1. Given the reactants Br[C:2]1[CH:22]=[CH:21][C:5]([O:6][CH2:7][C@@H:8]2[CH2:13][CH2:12][C@H:11]([O:14][CH:15]3[CH2:20][CH2:19][CH2:18][CH2:17][O:16]3)[CH2:10][CH2:9]2)=[CH:4][CH:3]=1.[B:23]1([B:23]2[O:27][C:26]([CH3:29])([CH3:28])[C:25]([CH3:31])([CH3:30])[O:24]2)[O:27][C:26]([CH3:29])([CH3:28])[C:25]([CH3:31])([CH3:30])[O:24]1.C([O-])(=O)C.[K+], predict the reaction product.